Task: Predict which catalyst facilitates the given reaction.. Dataset: Catalyst prediction with 721,799 reactions and 888 catalyst types from USPTO (1) Reactant: N#N.C(=O)=O.CC(O)C.[CH2:10]=[CH:11][C:12](=[CH2:14])[CH3:13].[CH2:15]([O:17][SiH:18]([O:22][CH2:23][CH3:24])[O:19][CH2:20][CH3:21])[CH3:16]. Product: [CH3:14][CH:12]([CH3:13])[CH:11]=[CH:10][Si:18]([O:22][CH2:23][CH3:24])([O:19][CH2:20][CH3:21])[O:17][CH2:15][CH3:16]. The catalyst class is: 217. (2) Reactant: [F:1][CH:2]([F:38])[O:3][C:4]1[CH:9]=[CH:8][C:7]([NH:10][C:11]2[N:16]=[CH:15][C:14](/[CH:17]=[CH:18]/[C:19]3[CH:20]=[C:21]4[C:26](=[CH:27][CH:28]=3)[N:25]([CH2:29][O:30][CH2:31][CH2:32][Si:33]([CH3:36])([CH3:35])[CH3:34])[C:24](=[O:37])[CH:23]=[CH:22]4)=[CH:13][N:12]=2)=[CH:6][CH:5]=1.[N+](=[CH2:41])=[N-]. Product: [F:38][CH:2]([F:1])[O:3][C:4]1[CH:9]=[CH:8][C:7]([NH:10][C:11]2[N:16]=[CH:15][C:14]([CH:17]3[CH2:41][CH:18]3[C:19]3[CH:20]=[C:21]4[C:26](=[CH:27][CH:28]=3)[N:25]([CH2:29][O:30][CH2:31][CH2:32][Si:33]([CH3:36])([CH3:35])[CH3:34])[C:24](=[O:37])[CH:23]=[CH:22]4)=[CH:13][N:12]=2)=[CH:6][CH:5]=1. The catalyst class is: 27. (3) Reactant: [CH3:1][N:2]([CH:4](OC)OC)[CH3:3].[CH3:9][C:10]1[CH:18]=[CH:17][C:13]([C:14]([OH:16])=[O:15])=[CH:12][C:11]=1[N+:19]([O-:21])=[O:20]. Product: [CH3:3][N:2]([CH3:1])[CH:4]=[CH:9][C:10]1[CH:18]=[CH:17][C:13]([C:14]([OH:16])=[O:15])=[CH:12][C:11]=1[N+:19]([O-:21])=[O:20]. The catalyst class is: 9. (4) Reactant: [CH3:1][N:2]1[C:10]2[C:5](=[CH:6][CH:7]=[CH:8][CH:9]=2)[C:4]([C:11]([OH:13])=O)=[N:3]1.O1CCCC1.C(Cl)(=O)C(Cl)=O.[NH2:25][C:26]1[CH:27]=[C:28]([CH:45]=[CH:46][CH:47]=1)[O:29][C:30]1[CH:31]=[CH:32][C:33]2[N:34]([N:36]=[C:37]([NH:39][C:40]([CH:42]3[CH2:44][CH2:43]3)=[O:41])[N:38]=2)[CH:35]=1. Product: [CH:42]1([C:40]([NH:39][C:37]2[N:38]=[C:33]3[CH:32]=[CH:31][C:30]([O:29][C:28]4[CH:27]=[C:26]([NH:25][C:11]([C:4]5[C:5]6[C:10](=[CH:9][CH:8]=[CH:7][CH:6]=6)[N:2]([CH3:1])[N:3]=5)=[O:13])[CH:47]=[CH:46][CH:45]=4)=[CH:35][N:34]3[N:36]=2)=[O:41])[CH2:43][CH2:44]1. The catalyst class is: 402. (5) Reactant: [N+:1]([C:4]1[CH:15]=[CH:14][C:7]2[NH:8][C:9](=[O:13])[CH2:10][CH2:11][CH2:12][C:6]=2[CH:5]=1)([O-:3])=[O:2].[H-].[Na+].[H][H].[CH:20](I)([CH3:22])[CH3:21]. Product: [CH:20]([N:8]1[C:9](=[O:13])[CH2:10][CH2:11][CH2:12][C:6]2[CH:5]=[C:4]([N+:1]([O-:3])=[O:2])[CH:15]=[CH:14][C:7]1=2)([CH3:22])[CH3:21]. The catalyst class is: 18.